Dataset: hERG Central: cardiac toxicity at 1µM, 10µM, and general inhibition. Task: Predict hERG channel inhibition at various concentrations. (1) The compound is CCN(CC)CCCOc1ccc(C)cc1Br. Results: hERG_inhib (hERG inhibition (general)): blocker. (2) The drug is Cl.Clc1ccc(CN2C3=NCCCN3c3ccccc32)c(Cl)c1. Results: hERG_inhib (hERG inhibition (general)): blocker. (3) The drug is COc1ccc(C(=O)CN2CCN(c3cc(C)nc4ccccc34)CC2)cc1. Results: hERG_inhib (hERG inhibition (general)): blocker. (4) The molecule is CCCCc1nc2ccccc2c(N)c1CCC.O=C(O)c1cc([N+](=O)[O-])ccc1Cl. Results: hERG_inhib (hERG inhibition (general)): blocker. (5) The compound is CCCN1CCC(N2CCN(c3cccc(C(F)(F)F)c3)CC2)CC1. Results: hERG_inhib (hERG inhibition (general)): blocker. (6) The drug is Cc1cc(C)c(S(=O)(=O)NCC(c2cccnc2)N2CCN(Cc3ccccc3)CC2)c(C)c1. Results: hERG_inhib (hERG inhibition (general)): blocker. (7) The molecule is O=C(Nc1ccc(S(=O)(=O)N2CCCCC2)cc1)c1ccccc1Cl. Results: hERG_inhib (hERG inhibition (general)): blocker. (8) Results: hERG_inhib (hERG inhibition (general)): blocker. The molecule is CN1CCC(N(C)C(=S)NC(=O)c2ccc([N+](=O)[O-])cc2)CC1.